This data is from Forward reaction prediction with 1.9M reactions from USPTO patents (1976-2016). The task is: Predict the product of the given reaction. (1) Given the reactants [C:1]1([C:7]2[CH:11]=[CH:10]N[C:8]=2[C:12]([O:14][CH3:15])=[O:13])[CH:6]=[CH:5][CH:4]=[CH:3][CH:2]=1.[H-].[Na+].NCl.[CH3:20][N:21](C=O)C, predict the reaction product. The product is: [NH2:21][CH:20]1[C:8]([C:12]([O:14][CH3:15])=[O:13])=[C:7]([C:1]2[CH:6]=[CH:5][CH:4]=[CH:3][CH:2]=2)[CH:11]=[CH:10]1. (2) The product is: [Si:1]([O:8][CH2:9][C:10]1[N:11]([CH3:23])[C:12]2[C:17]([CH:18]=1)=[CH:16][C:15]([CH:19]([OH:20])[CH2:26][CH:25]=[CH2:24])=[C:14]([CH:21]=[CH2:22])[CH:13]=2)([C:4]([CH3:7])([CH3:6])[CH3:5])([CH3:3])[CH3:2]. Given the reactants [Si:1]([O:8][CH2:9][C:10]1[N:11]([CH3:23])[C:12]2[C:17]([CH:18]=1)=[CH:16][C:15]([CH:19]=[O:20])=[C:14]([CH:21]=[CH2:22])[CH:13]=2)([C:4]([CH3:7])([CH3:6])[CH3:5])([CH3:3])[CH3:2].[CH2:24]([Mg]Cl)[CH:25]=[CH2:26], predict the reaction product.